This data is from Forward reaction prediction with 1.9M reactions from USPTO patents (1976-2016). The task is: Predict the product of the given reaction. (1) Given the reactants COC1C=C(OC)C=CC=1C[N:6]([CH2:17][CH2:18][C:19]1[S:20][CH:21]=[CH:22][CH:23]=1)[C:7]([NH:9][C:10]([C:12]1[O:13][CH:14]=[CH:15][CH:16]=1)=O)=[S:8].CC(O)=O.CN(C=O)C.Br[CH2:40][C:41]([C:43]1[CH:48]=[CH:47][CH:46]=[CH:45][CH:44]=1)=[O:42], predict the reaction product. The product is: [O:13]1[CH:14]=[CH:15][CH:16]=[C:12]1[C:10]1[N:9]=[C:7]([NH:6][CH2:17][CH2:18][C:19]2[S:20][CH:21]=[CH:22][CH:23]=2)[S:8][C:40]=1[C:41]([C:43]1[CH:48]=[CH:47][CH:46]=[CH:45][CH:44]=1)=[O:42]. (2) Given the reactants [Cl:1][C:2]1[C:3]([C:11]2[CH:12]=[C:13]([N:17]3[CH:22]=[C:21]([O:23]CC4C=CC(OC)=CC=4)[C:20](=[O:33])[CH:19]=[C:18]3[CH:34]([OH:36])[CH3:35])[CH:14]=[CH:15][CH:16]=2)=[C:4]2[CH:10]=[CH:9][NH:8][C:5]2=[N:6][CH:7]=1.FC(F)(F)C(O)=O, predict the reaction product. The product is: [Cl:1][C:2]1[C:3]([C:11]2[CH:12]=[C:13]([N:17]3[CH:22]=[C:21]([OH:23])[C:20](=[O:33])[CH:19]=[C:18]3[CH:34]([OH:36])[CH3:35])[CH:14]=[CH:15][CH:16]=2)=[C:4]2[CH:10]=[CH:9][NH:8][C:5]2=[N:6][CH:7]=1. (3) Given the reactants [C:1]1([OH:8])[CH:6]=[CH:5][CH:4]=[C:3]([OH:7])[CH:2]=1.Cl[Si:10]([C:13]([CH3:16])([CH3:15])[CH3:14])([CH3:12])[CH3:11].C(N(CC)CC)C, predict the reaction product. The product is: [C:13]([Si:10]([CH3:12])([CH3:11])[O:7][C:3]1[CH:2]=[C:1]([OH:8])[CH:6]=[CH:5][CH:4]=1)([CH3:16])([CH3:15])[CH3:14]. (4) Given the reactants Cl.[NH2:2][C:3]1[S:7][C:6]([C:8]([O:10][CH2:11][CH3:12])=[O:9])=[C:5]([CH3:13])[C:4]=1[C:14]([O:16]CC)=O.[S:19]1[CH:23]=[CH:22][C:21]([CH2:24][C:25]#[N:26])=[CH:20]1.N, predict the reaction product. The product is: [CH3:13][C:5]1[C:4]2[C:14](=[O:16])[NH:26][C:25]([CH2:24][C:21]3[CH:22]=[CH:23][S:19][CH:20]=3)=[N:2][C:3]=2[S:7][C:6]=1[C:8]([O:10][CH2:11][CH3:12])=[O:9]. (5) Given the reactants [NH2:1][C@H:2]([CH2:11][O:12][CH2:13][O:14][CH3:15])[CH2:3][C:4]([O:6][C:7]([CH3:10])([CH3:9])[CH3:8])=[O:5].C(N(C(C)C)CC)(C)C.Br[CH2:26][C:27]([O:29][CH3:30])=[O:28].Cl[C:32]([O:34][CH2:35][CH:36]=[CH2:37])=[O:33], predict the reaction product. The product is: [CH2:35]([O:34][C:32]([N:1]([CH2:26][C:27]([O:29][CH3:30])=[O:28])[C@H:2]([CH2:11][O:12][CH2:13][O:14][CH3:15])[CH2:3][C:4]([O:6][C:7]([CH3:10])([CH3:8])[CH3:9])=[O:5])=[O:33])[CH:36]=[CH2:37]. (6) Given the reactants [S:1]1[C:5]2[CH:6]=[CH:7][CH:8]=[CH:9][C:4]=2[N:3]=[C:2]1[CH2:10][C@H:11]1[CH2:15][O:14][CH2:13][C@H:12]1[N:16]1C(=O)C2C(=CC=CC=2)C1=O.O.NN, predict the reaction product. The product is: [S:1]1[C:5]2[CH:6]=[CH:7][CH:8]=[CH:9][C:4]=2[N:3]=[C:2]1[CH2:10][C@H:11]1[CH2:15][O:14][CH2:13][C@H:12]1[NH2:16]. (7) Given the reactants [CH3:1][C:2]1([CH3:28])[CH2:7][C:6](=[O:8])[N:5]([CH2:9][CH2:10][C:11]2[CH:16]=[CH:15][C:14]([O:17][C:18]([N:20]3[CH2:25][CH2:24][CH:23](O)[CH2:22][CH2:21]3)=[O:19])=[CH:13][CH:12]=2)[C:4](=[O:27])[CH2:3]1.[SH:29][C:30]1[NH:31][CH:32]=[CH:33][N:34]=1, predict the reaction product. The product is: [CH3:28][C:2]1([CH3:1])[CH2:3][C:4](=[O:27])[N:5]([CH2:9][CH2:10][C:11]2[CH:12]=[CH:13][C:14]([O:17][C:18]([N:20]3[CH2:25][CH2:24][CH:23]([S:29][C:30]4[NH:31][CH:32]=[CH:33][N:34]=4)[CH2:22][CH2:21]3)=[O:19])=[CH:15][CH:16]=2)[C:6](=[O:8])[CH2:7]1.